This data is from Aqueous solubility values for 9,982 compounds from the AqSolDB database. The task is: Regression/Classification. Given a drug SMILES string, predict its absorption, distribution, metabolism, or excretion properties. Task type varies by dataset: regression for continuous measurements (e.g., permeability, clearance, half-life) or binary classification for categorical outcomes (e.g., BBB penetration, CYP inhibition). For this dataset (solubility_aqsoldb), we predict Y. (1) The compound is Cc1ccc([N+](=O)[O-])c(O)c1. The Y is -2.75 log mol/L. (2) The compound is CN1CCC23c4c5ccc(OCc6ccccc6)c4OC2C(O)C=CC3C1C5. The Y is -2.22 log mol/L.